This data is from Full USPTO retrosynthesis dataset with 1.9M reactions from patents (1976-2016). The task is: Predict the reactants needed to synthesize the given product. (1) The reactants are: [C:1](Cl)(=[O:10])[CH:2]=[CH:3][C:4]1[CH:9]=[CH:8][CH:7]=[CH:6][CH:5]=1.[F:12][C:13]1[CH:19]=[CH:18][CH:17]=[CH:16][C:14]=1[NH2:15].N1C=CC=CC=1.Cl. Given the product [F:12][C:13]1[CH:19]=[CH:18][CH:17]=[CH:16][C:14]=1[NH:15][C:1](=[O:10])[CH:2]=[CH:3][C:4]1[CH:9]=[CH:8][CH:7]=[CH:6][CH:5]=1, predict the reactants needed to synthesize it. (2) Given the product [Cl:1][C:2]1[C:7]([Cl:8])=[CH:6][CH:5]=[CH:4][C:3]=1[N:9]1[CH2:14][CH2:13][N:12]([CH2:22][CH2:23][CH3:24])[CH2:11][CH2:10]1, predict the reactants needed to synthesize it. The reactants are: [Cl:1][C:2]1[C:7]([Cl:8])=[CH:6][CH:5]=[CH:4][C:3]=1[N:9]1[CH2:14][CH2:13][NH:12][CH2:11][CH2:10]1.C(=O)([O-])[O-].[K+].[K+].I[CH2:22][CH2:23][CH3:24].Cl. (3) Given the product [Cl:1][C:2]1[CH:7]=[CH:6][C:5]([C@@H:8]([CH2:9][NH:10][CH:18]([CH3:20])[CH3:19])[C:21]([N:22]2[CH2:23][CH2:24][N:25]([C:28]3[C:33]([C:34]4[CH:39]=[CH:38][CH:37]=[CH:36][CH:35]=4)=[CH:32][N:31]=[C:30]4[NH:40][CH:41]=[CH:42][C:29]=34)[CH2:26][CH2:27]2)=[O:43])=[CH:4][CH:3]=1, predict the reactants needed to synthesize it. The reactants are: [Cl:1][C:2]1[CH:7]=[CH:6][C:5]([C@H:8]([C:21](=[O:43])[N:22]2[CH2:27][CH2:26][N:25]([C:28]3[C:33]([C:34]4[CH:39]=[CH:38][CH:37]=[CH:36][CH:35]=4)=[CH:32][N:31]=[C:30]4[NH:40][CH:41]=[CH:42][C:29]=34)[CH2:24][CH2:23]2)[CH2:9][N:10]([CH:18]([CH3:20])[CH3:19])C(=O)OC(C)(C)C)=[CH:4][CH:3]=1.C(O)(C(F)(F)F)=O.C1(N)C(F)=C(F)C(F)=C(N)C=1F.Cl.Cl. (4) Given the product [NH2:10][C:7]1[CH:8]=[CH:9][C:2]([O:19][C:13]2[CH:18]=[CH:17][CH:16]=[CH:15][CH:14]=2)=[C:3]([CH:6]=1)[C:4]#[N:5], predict the reactants needed to synthesize it. The reactants are: Cl[C:2]1[CH:9]=[CH:8][C:7]([N+:10]([O-])=O)=[CH:6][C:3]=1[C:4]#[N:5].[C:13]1([OH:19])[CH:18]=[CH:17][CH:16]=[CH:15][CH:14]=1. (5) The reactants are: [CH2:1]([O:3][C:4]([C:6]1[CH:15]=[CH:14][C:13]2[C:8](=[C:9]([C:17]3[C:26]4[C:21](=[CH:22][CH:23]=[CH:24][CH:25]=4)[CH:20]=[CH:19][CH:18]=3)[CH:10]=[C:11](I)[CH:12]=2)[N:7]=1)=[O:5])[CH3:2].[S:27]1[CH:31]=[CH:30][CH:29]=[C:28]1B(O)O.C(Cl)Cl.CCCCCC. Given the product [CH2:1]([O:3][C:4]([C:6]1[CH:15]=[CH:14][C:13]2[C:8](=[C:9]([C:17]3[C:26]4[C:21](=[CH:22][CH:23]=[CH:24][CH:25]=4)[CH:20]=[CH:19][CH:18]=3)[CH:10]=[C:11]([C:28]3[S:27][CH:31]=[CH:30][CH:29]=3)[CH:12]=2)[N:7]=1)=[O:5])[CH3:2], predict the reactants needed to synthesize it. (6) Given the product [Cl:11][C:5]1[C:4]([CH2:3][OH:2])=[C:9]([CH3:10])[CH:8]=[CH:7][N:6]=1, predict the reactants needed to synthesize it. The reactants are: C[O:2][C:3](=O)[C:4]1[C:9]([CH3:10])=[CH:8][CH:7]=[N:6][C:5]=1[Cl:11].CC(C[AlH]CC(C)C)C.C([O-])([O-])=O.[Na+].[Na+].N. (7) Given the product [CH2:13]([N:3]([CH2:1][CH3:2])[CH2:4][CH2:5][CH2:6][C:7]1[NH:8][CH:9]=[CH:10][CH:11]=1)[CH3:14], predict the reactants needed to synthesize it. The reactants are: [CH2:1]([N:3]([CH2:13][CH3:14])[C:4](=O)[CH2:5][CH2:6][C:7]1[NH:8][CH:9]=[CH:10][CH:11]=1)[CH3:2].[H-].[H-].[H-].[H-].[Li+].[Al+3].C(OCC)(=O)C.O.